This data is from Peptide-MHC class I binding affinity with 185,985 pairs from IEDB/IMGT. The task is: Regression. Given a peptide amino acid sequence and an MHC pseudo amino acid sequence, predict their binding affinity value. This is MHC class I binding data. (1) The peptide sequence is EECDSELEI. The binding affinity (normalized) is 0.213. The MHC is HLA-B15:01 with pseudo-sequence HLA-B15:01. (2) The peptide sequence is FGALFMWLL. The MHC is HLA-B27:05 with pseudo-sequence HLA-B27:05. The binding affinity (normalized) is 0.213. (3) The peptide sequence is AHSKAETEA. The MHC is HLA-B44:02 with pseudo-sequence HLA-B44:02. The binding affinity (normalized) is 0.0847. (4) The peptide sequence is NTLGITHLY. The MHC is HLA-A01:01 with pseudo-sequence HLA-A01:01. The binding affinity (normalized) is 0.648. (5) The peptide sequence is ILSSLGLPV. The MHC is HLA-A02:01 with pseudo-sequence HLA-A02:01. The binding affinity (normalized) is 0.638. (6) The peptide sequence is ELLSHVGQA. The MHC is HLA-B07:02 with pseudo-sequence HLA-B07:02. The binding affinity (normalized) is 0.0847. (7) The peptide sequence is FRMLAWHVL. The MHC is HLA-C07:01 with pseudo-sequence HLA-C07:01. The binding affinity (normalized) is 0.872. (8) The peptide sequence is MLDQFGVSY. The MHC is HLA-B15:01 with pseudo-sequence HLA-B15:01. The binding affinity (normalized) is 0.541.